From a dataset of Reaction yield outcomes from USPTO patents with 853,638 reactions. Predict the reaction yield, written as a fraction of the theoretical maximum amount of product (1.0 means a 100% yield; for example, 0.34 means a 34% yield). (1) The reactants are [Br:1][C:2]1[S:3][C:4]([CH3:10])=[C:5]([CH2:7][CH2:8][OH:9])[N:6]=1.O[C:12]1[CH:13]=[C:14]2[C:18](=[CH:19][CH:20]=1)[C@H:17]([CH2:21][C:22]([O:24][CH2:25][CH3:26])=[O:23])[CH2:16][CH2:15]2.C1C=CC(P(C2C=CC=CC=2)C2C=CC=CC=2)=CC=1.C1CCN(C(N=NC(N2CCCCC2)=O)=O)CC1. The catalyst is C1COCC1. The product is [Br:1][C:2]1[S:3][C:4]([CH3:10])=[C:5]([CH2:7][CH2:8][O:9][C:12]2[CH:13]=[C:14]3[C:18](=[CH:19][CH:20]=2)[C@H:17]([CH2:21][C:22]([O:24][CH2:25][CH3:26])=[O:23])[CH2:16][CH2:15]3)[N:6]=1. The yield is 0.760. (2) The reactants are [Br:1][C:2]1[CH:8]=[CH:7][C:6]([F:9])=[CH:5][C:3]=1[NH2:4].N([O-])=O.[Na+].[N-:14]=[N+:15]=[N-].[Na+].CC([O-])=O.[Na+]. The catalyst is Cl.O. The product is [N:4]([C:3]1[CH:5]=[C:6]([F:9])[CH:7]=[CH:8][C:2]=1[Br:1])=[N+:14]=[N-:15]. The yield is 0.960. (3) The reactants are [Cl:1][C:2]1[N:3]=[C:4]([N:14]2[CH2:19][CH2:18][O:17][CH2:16][CH2:15]2)[C:5]2[S:10][C:9]([CH2:11][NH:12][CH3:13])=[CH:8][C:6]=2[N:7]=1.[CH2:20]([N:22]1[CH2:27][CH2:26][C:25](=O)[CH2:24][CH2:23]1)[CH3:21]. No catalyst specified. The product is [Cl:1][C:2]1[N:3]=[C:4]([N:14]2[CH2:19][CH2:18][O:17][CH2:16][CH2:15]2)[C:5]2[S:10][C:9]([CH2:11][N:12]([CH:25]3[CH2:26][CH2:27][N:22]([CH2:20][CH3:21])[CH2:23][CH2:24]3)[CH3:13])=[CH:8][C:6]=2[N:7]=1. The yield is 0.500. (4) The reactants are [Cl:1][C:2]1[C:3]([NH:18][C:19]2C=[CH:25][C:24]([F:27])=[CH:23][C:20]=2C#N)=[CH:4][C:5]([NH:8][C:9]2[N:13]([CH:14]([CH3:16])[CH3:15])[N:12]=[C:11]([CH3:17])[CH:10]=2)=[N:6][CH:7]=1.[OH-].[Na+].[C:30]([O:33]CC)(=[O:32])[CH3:31]. The catalyst is O1CCOCC1. The product is [Cl:1][C:2]1[C:3]([NH:18][C:19]2[CH:20]=[CH:23][C:24]([F:27])=[CH:25][C:31]=2[C:30]([OH:33])=[O:32])=[CH:4][C:5]([NH:8][C:9]2[N:13]([CH:14]([CH3:15])[CH3:16])[N:12]=[C:11]([CH3:17])[CH:10]=2)=[N:6][CH:7]=1. The yield is 0.272. (5) The reactants are CCN(C(C)C)C(C)C.CS(O[CH2:15][CH2:16][O:17][C:18]1[CH:23]=[CH:22][C:21]([CH:24]2[CH2:29][CH2:28][N:27]([C:30]3[CH:31]=[CH:32][C:33]4[N:34]([C:36]([C:39]([F:42])([F:41])[F:40])=[N:37][N:38]=4)[N:35]=3)[CH2:26][CH2:25]2)=[CH:20][CH:19]=1)(=O)=O.[CH3:43][N:44]1[CH2:49][CH2:48][NH:47][CH2:46][C:45]1=[O:50]. The catalyst is CC(N(C)C)=O. The product is [CH3:43][N:44]1[CH2:49][CH2:48][N:47]([CH2:15][CH2:16][O:17][C:18]2[CH:19]=[CH:20][C:21]([CH:24]3[CH2:25][CH2:26][N:27]([C:30]4[CH:31]=[CH:32][C:33]5[N:34]([C:36]([C:39]([F:40])([F:41])[F:42])=[N:37][N:38]=5)[N:35]=4)[CH2:28][CH2:29]3)=[CH:22][CH:23]=2)[CH2:46][C:45]1=[O:50]. The yield is 0.685. (6) The reactants are [Cl:1][C:2]1[CH:12]=[C:11]([NH:13][CH2:14][CH3:15])[C:5]([C:6](OCC)=[O:7])=[CH:4][N:3]=1.[H-].[H-].[H-].[H-].[Li+].[Al+3]. The catalyst is C1COCC1. The product is [Cl:1][C:2]1[N:3]=[CH:4][C:5]([CH2:6][OH:7])=[C:11]([NH:13][CH2:14][CH3:15])[CH:12]=1. The yield is 0.790. (7) The reactants are [CH3:1][S:2][C:3]1[S:11][C:10]2[C:5](=[N:6][CH:7]=[CH:8][C:9]=2[O:12][C:13]2[CH:18]=[CH:17][C:16]([NH2:19])=[CH:15][C:14]=2[F:20])[CH:4]=1.[C:21]1([CH2:27][C:28]([N:30]=[C:31]=[S:32])=[O:29])[CH:26]=[CH:25][CH:24]=[CH:23][CH:22]=1. The catalyst is C1COCC1. The product is [CH3:1][S:2][C:3]1[S:11][C:10]2[C:5](=[N:6][CH:7]=[CH:8][C:9]=2[O:12][C:13]2[CH:18]=[CH:17][C:16]([NH:19][C:31]([NH:30][C:28](=[O:29])[CH2:27][C:21]3[CH:22]=[CH:23][CH:24]=[CH:25][CH:26]=3)=[S:32])=[CH:15][C:14]=2[F:20])[CH:4]=1. The yield is 0.260. (8) The reactants are [S:1]1[CH:5]=[CH:4][CH:3]=[C:2]1[C:6]1[CH:7]=[C:8]([CH:12]=[CH:13][CH:14]=1)[C:9]([OH:11])=O.[CH3:15][C:16]1[N:17]=[CH:18][N:19]([C:22]2[CH:23]=[C:24]([CH:26]=[CH:27][CH:28]=2)[NH2:25])[C:20]=1[CH3:21].Cl.C(N=C=NCCCN(C)C)C. The catalyst is ClCCl.CN(C)C1C=CN=CC=1. The product is [CH3:15][C:16]1[N:17]=[CH:18][N:19]([C:22]2[CH:23]=[C:24]([NH:25][C:9](=[O:11])[C:8]3[CH:12]=[CH:13][CH:14]=[C:6]([C:2]4[S:1][CH:5]=[CH:4][CH:3]=4)[CH:7]=3)[CH:26]=[CH:27][CH:28]=2)[C:20]=1[CH3:21]. The yield is 0.626. (9) The reactants are [H-].[Na+].[F:3][C:4]([F:23])([F:22])[C:5]1[CH:6]=[C:7]([C@H:15]2[O:19][C:18](=[O:20])[NH:17][C@H:16]2[CH3:21])[CH:8]=[C:9]([C:11]([F:14])([F:13])[F:12])[CH:10]=1.Br[CH2:25][C:26]1[CH:31]=[C:30]([C:32]([F:35])([F:34])[F:33])[CH:29]=[CH:28][C:27]=1[I:36]. The catalyst is C1COCC1. The product is [F:23][C:4]([F:3])([F:22])[C:5]1[CH:6]=[C:7]([C@H:15]2[O:19][C:18](=[O:20])[N:17]([CH2:25][C:26]3[CH:31]=[C:30]([C:32]([F:33])([F:35])[F:34])[CH:29]=[CH:28][C:27]=3[I:36])[C@H:16]2[CH3:21])[CH:8]=[C:9]([C:11]([F:12])([F:13])[F:14])[CH:10]=1. The yield is 0.825.